Predict the reactants needed to synthesize the given product. From a dataset of Full USPTO retrosynthesis dataset with 1.9M reactions from patents (1976-2016). (1) Given the product [CH2:21]([O:20][C:9]1[C:8]2[C:13](=[CH:14][CH:15]=[C:6]([CH2:4][OH:3])[CH:7]=2)[N:12]=[CH:11][C:10]=1[S:16]([CH3:19])(=[O:18])=[O:17])[CH3:22], predict the reactants needed to synthesize it. The reactants are: C([O:3][C:4]([C:6]1[CH:7]=[C:8]2[C:13](=[CH:14][CH:15]=1)[N:12]=[CH:11][C:10]([S:16]([CH3:19])(=[O:18])=[O:17])=[C:9]2[O:20][CH2:21][CH3:22])=O)C.CC(C)=O.C(=O)=O.CC(C[AlH]CC(C)C)C. (2) Given the product [F:1][C:2]1[CH:3]=[C:4]2[C:9](=[C:10]([C:12]([NH:40][S:37]([CH3:36])(=[O:39])=[O:38])=[O:14])[CH:11]=1)[NH:8][CH:7]([C:15]1[CH:20]=[CH:19][CH:18]=[C:17]([N:21]3[CH2:22][CH2:23][N:24]([C:27]4[CH:32]=[CH:31][CH:30]=[CH:29][C:28]=4[F:33])[CH2:25][CH2:26]3)[CH:16]=1)[CH2:6][C:5]2([CH3:35])[CH3:34], predict the reactants needed to synthesize it. The reactants are: [F:1][C:2]1[CH:3]=[C:4]2[C:9](=[C:10]([C:12]([OH:14])=O)[CH:11]=1)[NH:8][CH:7]([C:15]1[CH:20]=[CH:19][CH:18]=[C:17]([N:21]3[CH2:26][CH2:25][N:24]([C:27]4[CH:32]=[CH:31][CH:30]=[CH:29][C:28]=4[F:33])[CH2:23][CH2:22]3)[CH:16]=1)[CH2:6][C:5]2([CH3:35])[CH3:34].[CH3:36][S:37]([NH2:40])(=[O:39])=[O:38]. (3) Given the product [CH3:1][C:2]1[O:6][C:5]([C:7]2[CH:12]=[CH:11][CH:10]=[CH:9][CH:8]=2)=[N:4][C:3]=1[CH2:13][CH2:14][C:15]#[N:17], predict the reactants needed to synthesize it. The reactants are: [CH3:1][C:2]1[O:6][C:5]([C:7]2[CH:12]=[CH:11][CH:10]=[CH:9][CH:8]=2)=[N:4][C:3]=1[CH2:13][CH2:14][C:15]([NH2:17])=O.CN(C)C=O.P(Cl)(Cl)(Cl)=O. (4) Given the product [Cl:1][C:2]1[CH:3]=[N:4][C:5]2[C:10]([CH:11]=1)=[CH:9][C:8]([NH2:12])=[CH:7][C:6]=2[CH3:15], predict the reactants needed to synthesize it. The reactants are: [Cl:1][C:2]1[CH:3]=[N:4][C:5]2[C:10]([CH:11]=1)=[CH:9][C:8]([N+:12]([O-])=O)=[CH:7][C:6]=2[CH3:15].